This data is from Forward reaction prediction with 1.9M reactions from USPTO patents (1976-2016). The task is: Predict the product of the given reaction. The product is: [Br-:1].[C:8]([C:7]1[CH:11]=[CH:12][C:4]([CH2:3][CH2:2][P+:19]([C:20]2[CH:21]=[CH:22][CH:23]=[CH:24][CH:25]=2)([C:26]2[CH:31]=[CH:30][CH:29]=[CH:28][CH:27]=2)[C:13]2[CH:14]=[CH:15][CH:16]=[CH:17][CH:18]=2)=[CH:5][CH:6]=1)([OH:10])=[O:9]. Given the reactants [Br:1][CH2:2][CH2:3][C:4]1[CH:12]=[CH:11][C:7]([C:8]([OH:10])=[O:9])=[CH:6][CH:5]=1.[C:13]1([P:19]([C:26]2[CH:31]=[CH:30][CH:29]=[CH:28][CH:27]=2)[C:20]2[CH:25]=[CH:24][CH:23]=[CH:22][CH:21]=2)[CH:18]=[CH:17][CH:16]=[CH:15][CH:14]=1, predict the reaction product.